Dataset: Reaction yield outcomes from USPTO patents with 853,638 reactions. Task: Predict the reaction yield, written as a fraction of the theoretical maximum amount of product (1.0 means a 100% yield; for example, 0.34 means a 34% yield). The reactants are [Cl:1][C:2]1[CH:3]=[C:4]2[C:9](=[CH:10][CH:11]=1)[NH:8][C:7](=[O:12])[C:6]([C@@H:13]([NH:15][S@](C(C)(C)C)=O)[CH3:14])=[CH:5]2.Cl.C(OCC)C. The catalyst is CO. The product is [ClH:1].[NH2:15][C@H:13]([C:6]1[C:7](=[O:12])[NH:8][C:9]2[C:4]([CH:5]=1)=[CH:3][C:2]([Cl:1])=[CH:11][CH:10]=2)[CH3:14]. The yield is 0.420.